This data is from Forward reaction prediction with 1.9M reactions from USPTO patents (1976-2016). The task is: Predict the product of the given reaction. (1) Given the reactants [CH3:1][O:2][C:3]1[CH:9]=[CH:8][C:7]([N+:10]([O-:12])=[O:11])=[CH:6][C:4]=1[NH2:5].C(N(CC)CC)C.[C:20](Cl)(=[O:23])[CH2:21][CH3:22], predict the reaction product. The product is: [CH3:1][O:2][C:3]1[CH:9]=[CH:8][C:7]([N+:10]([O-:12])=[O:11])=[CH:6][C:4]=1[NH:5][C:20](=[O:23])[CH2:21][CH3:22]. (2) Given the reactants [OH:1][C@H:2]1[CH2:6][CH2:5][N:4]([C:7](=[O:28])[C@@H:8]([NH:15][S:16]([C:19]2[CH:24]=[CH:23][CH:22]=[CH:21][C:20]=2[N+:25]([O-:27])=[O:26])(=[O:18])=[O:17])[C:9]2[CH:14]=[CH:13][CH:12]=[CH:11][CH:10]=2)[CH2:3]1.C(=O)([O-])[O-].[K+].[K+].[CH2:35](Br)[CH:36]=[CH2:37].O, predict the reaction product. The product is: [CH2:37]([N:15]([C@@H:8]([C:9]1[CH:14]=[CH:13][CH:12]=[CH:11][CH:10]=1)[C:7]([N:4]1[CH2:5][CH2:6][C@H:2]([OH:1])[CH2:3]1)=[O:28])[S:16]([C:19]1[CH:24]=[CH:23][CH:22]=[CH:21][C:20]=1[N+:25]([O-:27])=[O:26])(=[O:18])=[O:17])[CH:36]=[CH2:35]. (3) Given the reactants [Cl:1][C:2]1[CH:7]=[CH:6][C:5]([C:8]2[N:12](CC3C=C(C=CC=3)C(O)=O)[C:11]3[CH:23]=[C:24](F)[C:25](F)=[CH:26][C:10]=3[N:9]=2)=[C:4](OCC2CCCC2)[CH:3]=1.C1(N)C(N)=CC=CC=1.[Br:44]C1C=C(Cl)C=CC=1C(O)=O, predict the reaction product. The product is: [Br:44][C:4]1[CH:3]=[C:2]([Cl:1])[CH:7]=[CH:6][C:5]=1[C:8]1[NH:12][C:11]2[CH:23]=[CH:24][CH:25]=[CH:26][C:10]=2[N:9]=1. (4) Given the reactants [Cl:1][C:2]1[CH:3]=[C:4]([C:8]2[N:16]=[C:15]([C:17]#[N:18])[N:14]=[C:13]3[C:9]=2[N:10]([CH2:29][C@H:30]2[CH2:35][CH2:34][C@H:33]([CH3:36])[CH2:32][CH2:31]2)[C:11]([C:19]([C:22]2[CH:27]=[CH:26][CH:25]=[CH:24][C:23]=2[F:28])([OH:21])[CH3:20])=[N:12]3)[CH:5]=[N:6][CH:7]=1.CI.[CH3:39][Si]([N-][Si](C)(C)C)(C)C.[Na+], predict the reaction product. The product is: [Cl:1][C:2]1[CH:3]=[C:4]([C:8]2[N:16]=[C:15]([C:17]#[N:18])[N:14]=[C:13]3[C:9]=2[N:10]([CH2:29][C@H:30]2[CH2:31][CH2:32][C@H:33]([CH3:36])[CH2:34][CH2:35]2)[C:11]([C:19]([C:22]2[CH:27]=[CH:26][CH:25]=[CH:24][C:23]=2[F:28])([O:21][CH3:39])[CH3:20])=[N:12]3)[CH:5]=[N:6][CH:7]=1.